Dataset: Catalyst prediction with 721,799 reactions and 888 catalyst types from USPTO. Task: Predict which catalyst facilitates the given reaction. (1) Product: [Cl:1][C:2]1[CH:10]=[C:9]2[C:5]([C:6]([C:11]([OH:25])=[O:12])=[CH:7][NH:8]2)=[CH:4][C:3]=1[C:13]1[CH:18]=[CH:17][C:16]([O:19][CH2:20][CH2:21][OH:22])=[CH:15][C:14]=1[F:23]. Reactant: [Cl:1][C:2]1[CH:10]=[C:9]2[C:5]([C:6]([CH:11]=[O:12])=[CH:7][NH:8]2)=[CH:4][C:3]=1[C:13]1[CH:18]=[CH:17][C:16]([O:19][CH2:20][CH2:21][OH:22])=[CH:15][C:14]=1[F:23].Cl([O-])=[O:25].[Na+].CC(=CC)C.P([O-])(O)(O)=O.[Na+]. The catalyst class is: 878. (2) Reactant: Cl.C(OC([N:9]1[CH2:14][CH2:13][CH:12]([N:15]2[CH2:20][CH2:19][O:18][CH2:17][CH2:16]2)[CH:11]([F:21])[CH2:10]1)=O)(C)(C)C. Product: [F:21][CH:11]1[CH:12]([N:15]2[CH2:16][CH2:17][O:18][CH2:19][CH2:20]2)[CH2:13][CH2:14][NH:9][CH2:10]1. The catalyst class is: 876.